This data is from Full USPTO retrosynthesis dataset with 1.9M reactions from patents (1976-2016). The task is: Predict the reactants needed to synthesize the given product. Given the product [CH:1]1[CH:2]=[CH:3][C:4]2[N:16]([C:17]([NH2:19])=[O:18])[C:15]3[CH:14]=[CH:13][CH:12]=[CH:11][C:10]=3[C@@H:8]([OH:9])[CH2:7][C:5]=2[CH:6]=1, predict the reactants needed to synthesize it. The reactants are: [CH:1]1[CH:2]=[CH:3][C:4]2[N:16]([C:17]([NH2:19])=[O:18])[C:15]3[CH:14]=[CH:13][CH:12]=[CH:11][C:10]=3[C:8](=[O:9])[CH2:7][C:5]=2[CH:6]=1.C(OCC)(=O)C.O.C(O)=O.